From a dataset of NCI-60 drug combinations with 297,098 pairs across 59 cell lines. Regression. Given two drug SMILES strings and cell line genomic features, predict the synergy score measuring deviation from expected non-interaction effect. (1) Drug 1: C1=C(C(=O)NC(=O)N1)F. Drug 2: C1CNP(=O)(OC1)N(CCCl)CCCl. Cell line: HS 578T. Synergy scores: CSS=38.8, Synergy_ZIP=2.48, Synergy_Bliss=-0.0194, Synergy_Loewe=-11.3, Synergy_HSA=0.202. (2) Drug 1: CNC(=O)C1=CC=CC=C1SC2=CC3=C(C=C2)C(=NN3)C=CC4=CC=CC=N4. Drug 2: C1CCC(C1)C(CC#N)N2C=C(C=N2)C3=C4C=CNC4=NC=N3. Cell line: SW-620. Synergy scores: CSS=12.4, Synergy_ZIP=-0.0349, Synergy_Bliss=4.34, Synergy_Loewe=-0.932, Synergy_HSA=1.14. (3) Drug 1: CN1C(=O)N2C=NC(=C2N=N1)C(=O)N. Drug 2: C1=NC(=NC(=O)N1C2C(C(C(O2)CO)O)O)N. Cell line: OVCAR-8. Synergy scores: CSS=1.89, Synergy_ZIP=-4.35, Synergy_Bliss=-12.2, Synergy_Loewe=-47.5, Synergy_HSA=-20.8.